The task is: Binary Classification. Given a miRNA mature sequence and a target amino acid sequence, predict their likelihood of interaction.. This data is from Experimentally validated miRNA-target interactions with 360,000+ pairs, plus equal number of negative samples. (1) The miRNA is hsa-miR-6511b-3p with sequence CCUCACCACCCCUUCUGCCUGCA. The protein sequence of the target gene is MAEDTYSHKMVKTNHRRCRTKFTEEQLKILINTFNQKPYPGYATKQKLALEINTEESRIQIWFQNRRARHGFQKRPEAETLESSQSQGQDQPGVEFQSREARRCRTTYSASQLHTLIKAFMKNPYPGIDSREELAKEIGVPESRVQIWFQNRRSRLLLQRKREPVASLEQEEQGKIPEGLQGAEDTQNGTNFTSDSHFSGARTW. Result: 0 (no interaction). (2) The miRNA is hsa-miR-6817-5p with sequence UCUGCCAUAGGAAGCUUGGAGUGG. The protein sequence of the target gene is MASCPDSDNSWVLAGSENLPVETLGPEPRMDPESEGASQALRDSSKADGKELAGTLDGEEKLFQTESSQRETAVLTESAAKGTLGADGHGTEAPGDTVVQEDSQETPVATSLGPDTQDLESEIHPQNLPSSPRAVWKEHRCSSSDDDTDVDVEGLRRRRGREPSSSQPVVPVDVEDQAKGEGIGGELGISLNMCFLGALVLLGLGILLFSGTLLEPETGPMEEAELQVFPETGPETELVETLGNRQDEIEHLQASSVPPDSVPSLQSMGFLLDKLAKENQDIRLLQAQLQAQKEELQSLL.... Result: 0 (no interaction). (3) The miRNA is hsa-miR-423-5p with sequence UGAGGGGCAGAGAGCGAGACUUU. The protein sequence of the target gene is MALTSFLPAPTQLSQDQLEAEERARSQRSLQTSLVSSRREPPPYGYRKGWIPRLLEDFGDGGAFPEIHVAQYPLDMGRKKKMSNALAIQVDPEGKIKYDAIARQGQSKDKVIYSKYTDLVPKEVMNADDPDLQRPDEEAIKEITEKTRVALEKSVSQKVAAAMPVRAADKLAPAQYIRYTPSQQGVAFNSGAKQRVIRMVEMQKEPMEPPRFKINKKIPRGPPSPPAPVMHSPSRKMTVKEQQEWKIPPCISNWKNAKGYTIPIDKRLAADGRGLQTVHINENFAKLAEALYIADRKARE.... Result: 0 (no interaction). (4) The miRNA is dme-miR-318-3p with sequence UCACUGGGCUUUGUUUAUCUCA. The protein sequence of the target gene is MVTRFLGPRYRELVKNWVPTAYTWGAVGAVGLVWATDWRLILDWVPYINGKFKKDN. Result: 0 (no interaction).